Dataset: Forward reaction prediction with 1.9M reactions from USPTO patents (1976-2016). Task: Predict the product of the given reaction. (1) The product is: [CH3:16][C:11]1[CH:12]=[C:13]([CH3:15])[CH:14]=[C:9]([CH3:8])[C:10]=1[NH:17][C:18]([NH:20][C:21]1[C:22]([C:31]([NH:33][C:34]2[CH:35]=[C:36]([CH:44]=[CH:45][CH:46]=2)[C:37]([OH:39])=[O:38])=[O:32])=[CH:23][C:24]2[C:29]([CH:30]=1)=[CH:28][CH:27]=[CH:26][CH:25]=2)=[O:19]. Given the reactants C(O)(C(F)(F)F)=O.[CH3:8][C:9]1[CH:14]=[C:13]([CH3:15])[CH:12]=[C:11]([CH3:16])[C:10]=1[NH:17][C:18]([NH:20][C:21]1[C:22]([C:31]([NH:33][C:34]2[CH:35]=[C:36]([CH:44]=[CH:45][CH:46]=2)[C:37]([O:39]C(C)(C)C)=[O:38])=[O:32])=[CH:23][C:24]2[C:29]([CH:30]=1)=[CH:28][CH:27]=[CH:26][CH:25]=2)=[O:19], predict the reaction product. (2) Given the reactants [Br:1][C:2]1[CH:3]=[N:4][CH:5]=[C:6]([CH:10]=1)[C:7](O)=[O:8].[CH3:11][O:12][NH:13][CH3:14].C1C=CC2N(O)N=NC=2C=1.CCN=C=NCCCN(C)C.CCN(CC)CC, predict the reaction product. The product is: [Br:1][C:2]1[CH:3]=[N:4][CH:5]=[C:6]([CH:10]=1)[C:7]([N:13]([O:12][CH3:11])[CH3:14])=[O:8]. (3) Given the reactants [NH2:1][C:2]1[CH2:7][CH2:6][CH2:5][CH2:4][C:3]=1[C:8]([O:10][CH2:11][CH3:12])=[O:9].P(Cl)(Cl)Cl.[Cl:17][C:18]1[CH:23]=[CH:22][C:21]([N:24]2[CH2:29][CH2:28][N:27]([C@H:30]3[CH2:34][CH2:33][C@@H:32]([C:35](O)=[O:36])[CH2:31]3)[CH2:26][CH2:25]2)=[CH:20][CH:19]=1.N1C=CC=[CH:40][CH:39]=1, predict the reaction product. The product is: [Cl:17][C:18]1[CH:19]=[CH:20][C:21]([N:24]2[CH2:29][CH2:28][N:27]([C@H:30]3[CH2:34][CH2:33][C@@H:32]([C:35]([NH:1][C:2]4[CH2:7][CH2:6][C:5]5([CH2:40][CH2:39]5)[CH2:4][C:3]=4[C:8]([O:10][CH2:11][CH3:12])=[O:9])=[O:36])[CH2:31]3)[CH2:26][CH2:25]2)=[CH:22][CH:23]=1. (4) Given the reactants [BH4-].[Na+].[CH3:3][O:4][C:5]1[CH:12]=[CH:11][C:8]([CH:9]=[O:10])=[CH:7][C:6]=1[O:13][C:14]([F:17])([F:16])[F:15], predict the reaction product. The product is: [CH3:3][O:4][C:5]1[CH:12]=[CH:11][C:8]([CH2:9][OH:10])=[CH:7][C:6]=1[O:13][C:14]([F:15])([F:16])[F:17]. (5) The product is: [NH:2]1[CH2:34][CH2:35][N:36]=[C:1]1[C:3]1[C:4]([N:23]2[CH2:27][CH2:26][C@@H:25]([OH:28])[CH2:24]2)=[N:5][CH:6]=[C:7]([CH:22]=1)[C:8]([NH:10][C:11]1[CH:12]=[CH:13][C:14]([O:17][C:18]([F:19])([F:20])[F:21])=[CH:15][CH:16]=1)=[O:9]. Given the reactants [C:1]([C:3]1[C:4]([N:23]2[CH2:27][CH2:26][C@@H:25]([OH:28])[CH2:24]2)=[N:5][CH:6]=[C:7]([CH:22]=1)[C:8]([NH:10][C:11]1[CH:16]=[CH:15][C:14]([O:17][C:18]([F:21])([F:20])[F:19])=[CH:13][CH:12]=1)=[O:9])#[N:2].OS([O-])=O.[Na+].[CH2:34](N)[CH2:35][NH2:36].[NH4+], predict the reaction product. (6) Given the reactants Br[C:2]1[S:10][C:5]2[C:6](=[O:9])[NH:7][CH2:8][C:4]=2[CH:3]=1.[CH:11]1([B-](F)(F)F)[CH2:13][CH2:12]1.[K+].C(=O)([O-])[O-].[Cs+].[Cs+].C(P(C12CC3CC(CC(C3)C1)C2)C12CC3CC(CC(C3)C1)C2)CCC, predict the reaction product. The product is: [CH:11]1([C:2]2[S:10][C:5]3[C:6](=[O:9])[NH:7][CH2:8][C:4]=3[CH:3]=2)[CH2:13][CH2:12]1. (7) The product is: [Cl:1][C:2]1[CH:7]=[C:6]([OH:8])[CH:5]=[CH:4][C:3]=1[CH2:10][C:11]([NH:16][CH3:17])=[O:13]. Given the reactants [Cl:1][C:2]1[CH:7]=[C:6]([O:8]C)[CH:5]=[CH:4][C:3]=1[CH2:10][C:11]([OH:13])=O.CN.[N:16]1(C(C2SC3C(=NC=CC=3OC3C=CC(CC(NC4C=NC(N5CCOCC5)=CC=4)=O)=CC=3)C=2)=O)CC[CH2:17]1.COC.C1(O)C=CC=CC=1, predict the reaction product.